Dataset: Catalyst prediction with 721,799 reactions and 888 catalyst types from USPTO. Task: Predict which catalyst facilitates the given reaction. (1) Reactant: [CH3:1][N:2]1[C:10]2[C:5](=[CH:6][C:7]([C:11]([O:13]CC)=[O:12])=[CH:8][CH:9]=2)[C:4]([C:16]2[CH:21]=[CH:20][CH:19]=[CH:18][CH:17]=2)=[N:3]1.O[Li].O. Product: [CH3:1][N:2]1[C:10]2[C:5](=[CH:6][C:7]([C:11]([OH:13])=[O:12])=[CH:8][CH:9]=2)[C:4]([C:16]2[CH:21]=[CH:20][CH:19]=[CH:18][CH:17]=2)=[N:3]1. The catalyst class is: 20. (2) Product: [CH3:24][O:23][C:21](/[C:16](=[CH:15]/[C:9]1[CH:10]=[CH:11][C:12]([O:13][CH3:14])=[C:7]([O:6][CH:1]2[CH2:2][CH2:3][CH2:4][CH2:5]2)[CH:8]=1)/[CH2:17][C:18]([O:20][CH3:25])=[O:19])=[O:22]. The catalyst class is: 2. Reactant: [CH:1]1([O:6][C:7]2[CH:8]=[C:9](/[CH:15]=[C:16](/[C:21]([O:23][CH3:24])=[O:22])\[CH2:17][C:18]([OH:20])=[O:19])[CH:10]=[CH:11][C:12]=2[O:13][CH3:14])[CH2:5][CH2:4][CH2:3][CH2:2]1.[C:25](Cl)(=O)C(Cl)=O. (3) The catalyst class is: 12. Product: [Cl:1][C:2]1[C:11]2[C:6](=[CH:7][CH:8]=[CH:9][CH:10]=2)[C:5]2=[N:12][CH:15]=[C:14]([CH3:17])[N:4]2[N:3]=1. Reactant: [Cl:1][C:2]1[C:11]2[C:6](=[CH:7][CH:8]=[CH:9][CH:10]=2)[C:5]([NH2:12])=[N:4][N:3]=1.Cl[CH:14]([CH3:17])[CH:15]=O.C([O-])(O)=O.[Na+].Br. (4) Reactant: C([Mg]Cl)(C)C.[CH3:6][C:7]1[CH:16]=[CH:15][C:10]([C:11](OC)=[O:12])=[CH:9][C:8]=1[N:17]1[CH:22]=[CH:21][N:20]=[C:19]([NH:23][C@@H:24]([C:33]2[C:42]3[C:37](=[CH:38][CH:39]=[CH:40][CH:41]=3)[CH:36]=[CH:35][CH:34]=2)[C@@H:25]([CH3:32])[CH2:26][N:27]2[CH2:31][CH2:30][CH2:29][CH2:28]2)[C:18]1=[O:43].Cl.[CH3:45][O:46][NH2:47]. Product: [CH3:45][O:46][NH:47][C:11](=[O:12])[C:10]1[CH:15]=[CH:16][C:7]([CH3:6])=[C:8]([N:17]2[CH:22]=[CH:21][N:20]=[C:19]([NH:23][C@@H:24]([C:33]3[C:42]4[C:37](=[CH:38][CH:39]=[CH:40][CH:41]=4)[CH:36]=[CH:35][CH:34]=3)[C@@H:25]([CH3:32])[CH2:26][N:27]3[CH2:31][CH2:30][CH2:29][CH2:28]3)[C:18]2=[O:43])[CH:9]=1. The catalyst class is: 7. (5) Reactant: [N:1]([CH2:4][CH2:5][N:6]1[C:15]2[C:10](=[CH:11][C:12]([O:18][CH3:19])=[C:13]([CH3:17])[C:14]=2[CH3:16])[CH2:9][C:8]2([CH2:22][CH2:21][CH2:20]2)[CH2:7]1)=[N+]=[N-].C(OC(=O)C)C. Product: [CH3:19][O:18][C:12]1[CH:11]=[C:10]2[C:15](=[C:14]([CH3:16])[C:13]=1[CH3:17])[N:6]([CH2:5][CH2:4][NH2:1])[CH2:7][C:8]1([CH2:20][CH2:21][CH2:22]1)[CH2:9]2. The catalyst class is: 19. (6) Reactant: [C:1]([N:4]1[C:12]2[C:7](=[CH:8][CH:9]=[C:10]([Br:13])[CH:11]=2)[CH:6]([CH3:14])[C:5]1=[O:15])(=[O:3])[CH3:2].[H-].[Na+].CI.[CH2:20]1COCC1. Product: [C:1]([N:4]1[C:12]2[C:7](=[CH:8][CH:9]=[C:10]([Br:13])[CH:11]=2)[C:6]([CH3:20])([CH3:14])[C:5]1=[O:15])(=[O:3])[CH3:2]. The catalyst class is: 6.